Dataset: HIV replication inhibition screening data with 41,000+ compounds from the AIDS Antiviral Screen. Task: Binary Classification. Given a drug SMILES string, predict its activity (active/inactive) in a high-throughput screening assay against a specified biological target. (1) The molecule is O=C(OCC12CC3CC(CC(C3)C1)C2)c1ccc(NCc2cc(O)ccc2O)cc1. The result is 0 (inactive). (2) The compound is N#CC(C#N)C1CCC=C(Sc2ccccc2)C1Sc1ccccc1. The result is 0 (inactive). (3) The molecule is COc1ccc(C(=O)ON=C2CCCCC2CN(C)C)cc1.Cl. The result is 0 (inactive). (4) The molecule is CCCn1c(SCCSc2c3ccccc3c(-c3nc(F)nc(F)n3)n2CCC)c2ccccc2c1-c1nc(F)nc(F)n1. The result is 0 (inactive). (5) The compound is Cc1cc(S(N)(=O)=O)c(SCc2nc(N)nc(N(C)C)n2)cc1Cl. The result is 0 (inactive).